From a dataset of Cav3 T-type calcium channel HTS with 100,875 compounds. Binary Classification. Given a drug SMILES string, predict its activity (active/inactive) in a high-throughput screening assay against a specified biological target. (1) The drug is Clc1cc2c(c(SC(=S)N(CC)CC)c(=O)[nH]c2cc1)c1ccccc1. The result is 0 (inactive). (2) The molecule is Clc1c(nn(c1)C)C(=O)NNC(=S)Nc1ccc(cc1)C. The result is 0 (inactive).